Dataset: HIV replication inhibition screening data with 41,000+ compounds from the AIDS Antiviral Screen. Task: Binary Classification. Given a drug SMILES string, predict its activity (active/inactive) in a high-throughput screening assay against a specified biological target. (1) The drug is O=C(O)c1cc(O)c2c(=O)c3c(O)cc(O)c4c5c(O)cc(O)c6c(=O)c7c(O)cc(C(=O)O)c8c1c2c(c34)c(c65)c78. The result is 0 (inactive). (2) The drug is CC(C=CC(O)=C1C(=O)CNC1=O)=CC(C)C1OC2(C)OC(C(=O)C3OC32C)C1C. The result is 0 (inactive). (3) The drug is Nc1nc(N)c2cc(Sc3ccc4nc(N)nc(N)c4c3)ccc2n1. The result is 0 (inactive).